Dataset: Forward reaction prediction with 1.9M reactions from USPTO patents (1976-2016). Task: Predict the product of the given reaction. (1) The product is: [Cl:1][C:2]1[N:7]=[C:6]([CH2:8][C:15]([C:11]2[O:12][CH:13]=[CH:14][C:10]=2[CH3:9])=[O:16])[CH:5]=[CH:4][CH:3]=1. Given the reactants [Cl:1][C:2]1[N:7]=[C:6]([CH3:8])[CH:5]=[CH:4][CH:3]=1.[CH3:9][C:10]1[CH:14]=[CH:13][O:12][C:11]=1[C:15](OC)=[O:16].C[Si]([N-][Si](C)(C)C)(C)C.[Li+], predict the reaction product. (2) Given the reactants [OH:1][CH:2]1[CH:6]([OH:7])[CH:5]([N:8]2[CH:16]=[N:15][C:14]3[C:13](=[O:17])[NH:12][C:11]([NH:18]C(=O)C(C)C)=[N:10][C:9]2=3)[O:4][CH:3]1[CH:24]=[CH:25][P:26](=[O:29])([OH:28])[OH:27], predict the reaction product. The product is: [NH2:18][C:11]1[NH:12][C:13](=[O:17])[C:14]2[N:15]=[CH:16][N:8]([CH:5]3[O:4][CH:3]([CH:24]=[CH:25][P:26](=[O:27])([OH:29])[OH:28])[CH:2]([OH:1])[CH:6]3[OH:7])[C:9]=2[N:10]=1. (3) Given the reactants [C:1]([O:5][C:6](=[O:49])[CH2:7][N:8]([C:42]([O:44][C:45]([CH3:48])([CH3:47])[CH3:46])=[O:43])[C:9]1[CH:14]=[CH:13][CH:12]=[C:11]([CH:15]([S:33]([C:36]2[CH:41]=[CH:40][CH:39]=[CH:38][N:37]=2)(=[O:35])=[O:34])[NH:16][CH2:17][C:18]2[CH:23]=[CH:22][C:21](B3OC(C)(C)C(C)(C)O3)=[CH:20][CH:19]=2)[N:10]=1)([CH3:4])([CH3:3])[CH3:2].Br[C:51]1[S:52][CH:53]=[C:54]([C:56]([F:59])([F:58])[F:57])[N:55]=1, predict the reaction product. The product is: [C:1]([O:5][C:6](=[O:49])[CH2:7][N:8]([C:42]([O:44][C:45]([CH3:48])([CH3:47])[CH3:46])=[O:43])[C:9]1[CH:14]=[CH:13][CH:12]=[C:11]([CH:15]([S:33]([C:36]2[CH:41]=[CH:40][CH:39]=[CH:38][N:37]=2)(=[O:35])=[O:34])[NH:16][CH2:17][C:18]2[CH:19]=[CH:20][C:21]([C:51]3[S:52][CH:53]=[C:54]([C:56]([F:59])([F:58])[F:57])[N:55]=3)=[CH:22][CH:23]=2)[N:10]=1)([CH3:3])([CH3:4])[CH3:2].